Predict the reactants needed to synthesize the given product. From a dataset of Full USPTO retrosynthesis dataset with 1.9M reactions from patents (1976-2016). (1) Given the product [CH2:10]([S-:22])[CH2:11][CH2:12][CH2:13][CH2:14][CH2:15][CH2:16][CH2:17][CH2:18][CH2:19][CH2:20][CH3:21].[Pd+2:5].[CH2:10]([S-:22])[CH2:11][CH2:12][CH2:13][CH2:14][CH2:15][CH2:16][CH2:17][CH2:18][CH2:19][CH2:20][CH3:21], predict the reactants needed to synthesize it. The reactants are: [N+]([O-])([O-])=O.[Pd+2:5].[N+]([O-])([O-])=O.[CH2:10]([SH:22])[CH2:11][CH2:12][CH2:13][CH2:14][CH2:15][CH2:16][CH2:17][CH2:18][CH2:19][CH2:20][CH3:21]. (2) Given the product [CH3:1][C:2]1[N:6]([C:7]([C:8]2[CH:9]=[CH:10][CH:11]=[CH:12][CH:13]=2)([C:14]2[CH:15]=[CH:16][CH:17]=[CH:18][CH:19]=2)[C:20]2[CH:21]=[CH:22][CH:23]=[CH:24][CH:25]=2)[CH:5]=[N:4][C:3]=1[C:45]([C:48]1[C:57]2[C:52](=[CH:53][CH:54]=[CH:55][CH:56]=2)[CH:51]=[CH:50][CH:49]=1)([OH:47])[CH3:44].[CH3:39][C:40]1[N:41]=[CH:42][N:43]([C:58]([C:71]2[CH:76]=[CH:75][CH:74]=[CH:73][CH:72]=2)([C:65]2[CH:66]=[CH:67][CH:68]=[CH:69][CH:70]=2)[C:59]2[CH:60]=[CH:61][CH:62]=[CH:63][CH:64]=2)[C:44]=1[C:45]([C:48]1[C:57]2[C:52](=[CH:53][CH:54]=[CH:55][CH:56]=2)[CH:51]=[CH:50][CH:49]=1)([OH:47])[CH3:46], predict the reactants needed to synthesize it. The reactants are: [CH3:1][C:2]1[N:6]([C:7]([C:20]2[CH:25]=[CH:24][CH:23]=[CH:22][CH:21]=2)([C:14]2[CH:19]=[CH:18][CH:17]=[CH:16][CH:15]=2)[C:8]2[CH:13]=[CH:12][CH:11]=[CH:10][CH:9]=2)[C:5](C(C2C3C(=CC=CC=3)C=CC=2)(O)C)=[N:4][CH:3]=1.[CH3:39][C:40]1[N:41]=[CH:42][N:43]([C:58]([C:71]2[CH:76]=[CH:75][CH:74]=[CH:73][CH:72]=2)([C:65]2[CH:70]=[CH:69][CH:68]=[CH:67][CH:66]=2)[C:59]2[CH:64]=[CH:63][CH:62]=[CH:61][CH:60]=2)[C:44]=1[C:45]([C:48]1[C:57]2[C:52](=[CH:53][CH:54]=[CH:55][CH:56]=2)[CH:51]=[CH:50][CH:49]=1)([OH:47])[CH3:46].CC1N=CN(C(C2C=CC=CC=2)(C2C=CC=CC=2)C2C=CC=CC=2)C=1C(C1C2C(=CC=CC=2)C=CC=1)=O.C[Mg]Br. (3) Given the product [OH:39][C@@H:34]1[CH2:35][CH2:36][CH2:37][CH2:38][C@H:33]1[NH:32][C:3]([C:4]1[CH:10]=[C:11]([C:13]2[CH:18]=[C:17]([C:19]([F:22])([F:21])[F:20])[CH:16]=[CH:15][C:14]=2[Cl:23])[N:31]([CH2:30][C@@:25]2([CH3:24])[CH2:29][CH2:28][CH2:27][O:26]2)[C:5]=1[CH3:6])=[O:8], predict the reactants needed to synthesize it. The reactants are: CO[C:3](=[O:8])[CH2:4][C:5](=O)[CH3:6].Br[CH2:10][C:11]([C:13]1[CH:18]=[C:17]([C:19]([F:22])([F:21])[F:20])[CH:16]=[CH:15][C:14]=1[Cl:23])=O.[CH3:24][C:25]1([CH2:30][NH2:31])[CH2:29][CH2:28][CH2:27][O:26]1.[NH2:32][C@@H:33]1[CH2:38][CH2:37][CH2:36][CH2:35][C@H:34]1[OH:39]. (4) Given the product [Br:19][C:20]1[CH:21]=[CH:22][C:23]([N:28]2[CH2:32][CH2:31][CH2:30][CH2:29]2)=[C:24](/[CH:25]=[C:11](\[CH2:17][CH3:18])/[C:12]([O:14][CH2:15][CH3:16])=[O:13])[CH:27]=1, predict the reactants needed to synthesize it. The reactants are: [H-].[Na+].C(OP([CH:11]([CH2:17][CH3:18])[C:12]([O:14][CH2:15][CH3:16])=[O:13])(OCC)=O)C.[Br:19][C:20]1[CH:21]=[CH:22][C:23]([N:28]2[CH2:32][CH2:31][CH2:30][CH2:29]2)=[C:24]([CH:27]=1)[CH:25]=O.O. (5) Given the product [N:3]1[N:2]([C:6]2[S:7][CH:8]=[CH:9][C:10]=2[C:11]([N:29]2[CH2:28][C@H:27]([OH:30])[CH2:26][CH2:25][C@H:24]2[CH3:23])=[O:13])[N:1]=[CH:5][CH:4]=1, predict the reactants needed to synthesize it. The reactants are: [N:1]1[N:2]([C:6]2[S:7][CH:8]=[CH:9][C:10]=2[C:11]([OH:13])=O)[N:3]=[CH:4][CH:5]=1.CCN(C(C)C)C(C)C.[CH3:23][C@H:24]1[NH:29][CH2:28][C@H:27]([OH:30])[CH2:26][CH2:25]1. (6) Given the product [CH3:12][C:6]1([CH3:13])[NH:7][C:8]([CH3:10])([CH3:11])[CH2:9][N:4]([CH2:3][CH2:2][O:1][CH2:15][CH:17]2[CH2:18][O:19]2)[C:5]1=[O:14], predict the reactants needed to synthesize it. The reactants are: [OH:1][CH2:2][CH2:3][N:4]1[CH2:9][C:8]([CH3:11])([CH3:10])[NH:7][C:6]([CH3:13])([CH3:12])[C:5]1=[O:14].[CH2:15]([CH:17]1[O:19][CH2:18]1)Cl.[OH-].[Na+].ClCCl.